Dataset: Full USPTO retrosynthesis dataset with 1.9M reactions from patents (1976-2016). Task: Predict the reactants needed to synthesize the given product. (1) Given the product [F:1][C:2]1[CH:3]=[C:4]([N:24]2[CH2:29][CH2:28][CH:27]([C:30]3[N:33]=[CH:34][O:32][N:31]=3)[CH2:26][CH2:25]2)[CH:5]=[CH:6][C:7]=1[CH2:8][N:9]1[C@@H:14]([CH3:15])[CH2:13][CH2:12][CH:11]([C:16]2[CH:17]=[CH:18][CH:19]=[CH:20][CH:21]=2)[S:10]1(=[O:22])=[O:23], predict the reactants needed to synthesize it. The reactants are: [F:1][C:2]1[CH:3]=[C:4]([N:24]2[CH2:29][CH2:28][CH:27]([C:30]([NH2:33])=[N:31][OH:32])[CH2:26][CH2:25]2)[CH:5]=[CH:6][C:7]=1[CH2:8][N:9]1[C@@H:14]([CH3:15])[CH2:13][CH2:12][CH:11]([C:16]2[CH:21]=[CH:20][CH:19]=[CH:18][CH:17]=2)[S:10]1(=[O:23])=[O:22].[CH:34](OCC)(OCC)OCC. (2) Given the product [Cl:1][C:2]1[C:7]([C:8]2[CH:13]=[CH:12][CH:11]=[C:10]([CH2:14][N:45]3[CH2:50][CH2:49][NH:48][CH2:47][CH2:46]3)[CH:9]=2)=[CH:6][C:5]([CH2:16][NH:17][C:18](=[O:44])[CH2:19][C:20]([NH:22][CH2:23][C:24]2[C:25]([NH:37][CH:38]3[CH2:39][CH2:40][O:41][CH2:42][CH2:43]3)=[C:26]3[CH:34]=[N:33][N:32]([CH2:35][CH3:36])[C:27]3=[N:28][C:29]=2[CH2:30][CH3:31])=[O:21])=[CH:4][CH:3]=1, predict the reactants needed to synthesize it. The reactants are: [Cl:1][C:2]1[C:7]([C:8]2[CH:13]=[CH:12][CH:11]=[C:10]([CH:14]=O)[CH:9]=2)=[CH:6][C:5]([CH2:16][NH:17][C:18](=[O:44])[CH2:19][C:20]([NH:22][CH2:23][C:24]2[C:25]([NH:37][CH:38]3[CH2:43][CH2:42][O:41][CH2:40][CH2:39]3)=[C:26]3[CH:34]=[N:33][N:32]([CH2:35][CH3:36])[C:27]3=[N:28][C:29]=2[CH2:30][CH3:31])=[O:21])=[CH:4][CH:3]=1.[NH:45]1[CH2:50][CH2:49][NH:48][CH2:47][CH2:46]1.C(O)(=O)C. (3) The reactants are: C([Sn](CCCC)(CCCC)[C:6]1[S:7][CH:8]=[CH:9][N:10]=1)CCC.Br[C:20]1[CH:26]=[C:25]([CH3:27])[CH:24]=[CH:23][C:21]=1[NH2:22]. Given the product [CH3:27][C:25]1[CH:24]=[CH:23][C:21]([NH2:22])=[C:20]([C:6]2[S:7][CH:8]=[CH:9][N:10]=2)[CH:26]=1, predict the reactants needed to synthesize it. (4) The reactants are: [NH:1]1[C:9]2[C:4](=[CH:5][C:6]([C:10]3[C:19]([N:20]4[CH2:25][CH2:24][O:23][CH2:22][C@@H:21]4[CH3:26])=[N:18][C:17]4[C:12](=[CH:13][CH:14]=[C:15]([C:27]([O:29]C)=[O:28])[CH:16]=4)[N:11]=3)=[CH:7][CH:8]=2)[CH:3]=[CH:2]1.[OH-].[Na+].O. Given the product [NH:1]1[C:9]2[C:4](=[CH:5][C:6]([C:10]3[C:19]([N:20]4[CH2:25][CH2:24][O:23][CH2:22][C@@H:21]4[CH3:26])=[N:18][C:17]4[C:12](=[CH:13][CH:14]=[C:15]([C:27]([OH:29])=[O:28])[CH:16]=4)[N:11]=3)=[CH:7][CH:8]=2)[CH:3]=[CH:2]1, predict the reactants needed to synthesize it. (5) Given the product [Cl:12][C:8]1[C:9]([Cl:11])=[CH:10][C:4]2[NH:3][C:2]([N:24]3[CH2:25][CH2:26][N:21]([C:16]4[C:15]([C:14]([F:28])([F:13])[F:27])=[CH:20][CH:19]=[CH:18][N:17]=4)[CH2:22][CH2:23]3)=[N:6][C:5]=2[CH:7]=1, predict the reactants needed to synthesize it. The reactants are: Cl[C:2]1[NH:6][C:5]2[CH:7]=[C:8]([Cl:12])[C:9]([Cl:11])=[CH:10][C:4]=2[N:3]=1.[F:13][C:14]([F:28])([F:27])[C:15]1[C:16]([N:21]2[CH2:26][CH2:25][NH:24][CH2:23][CH2:22]2)=[N:17][CH:18]=[CH:19][CH:20]=1. (6) Given the product [CH3:32][O:31][C:28]1[CH:29]=[C:30]2[C:25](=[CH:26][C:27]=1[O:33][CH3:34])[N:24]=[CH:23][CH:22]=[C:21]2[O:20][C:19]1[C:14]([C:41]2[CH:42]=[C:37]([OH:36])[CH:38]=[CH:39][CH:40]=2)=[N:15][C:16]([CH3:35])=[CH:17][CH:18]=1, predict the reactants needed to synthesize it. The reactants are: C1(C)C=CC=CC=1.C(=O)([O-])O.[Na+].I[C:14]1[C:19]([O:20][C:21]2[C:30]3[C:25](=[CH:26][C:27]([O:33][CH3:34])=[C:28]([O:31][CH3:32])[CH:29]=3)[N:24]=[CH:23][CH:22]=2)=[CH:18][CH:17]=[C:16]([CH3:35])[N:15]=1.[OH:36][C:37]1[CH:38]=[C:39](B(O)O)[CH:40]=[CH:41][CH:42]=1. (7) Given the product [NH4+:11].[OH-:2].[CH3:1][O:2][C:3]1[CH:4]=[CH:5][C:6]([C:9]2[CH:14]=[N:13][C:12]([NH:15][C:16]3[CH:17]=[CH:18][C:19]([O:22][C:23]([N:25]4[CH2:26][CH2:27][N:28]([CH3:31])[CH2:29][CH2:30]4)=[O:24])=[CH:20][CH:21]=3)=[N:11][CH:10]=2)=[CH:7][CH:8]=1, predict the reactants needed to synthesize it. The reactants are: [CH3:1][O:2][C:3]1[CH:8]=[CH:7][C:6]([C:9]2[CH:10]=[N:11][C:12]([NH:15][C:16]3[CH:21]=[CH:20][C:19]([O:22][C:23]([N:25]4[CH2:30][CH2:29][N:28]([CH3:31])[CH2:27][CH2:26]4)=[O:24])=[CH:18][CH:17]=3)=[N:13][CH:14]=2)=[CH:5][CH:4]=1.NC1C=CC(OC(N2CCN(C)CC2)=O)=CC=1.COC1C=CC(B(O)O)=CC=1.C([O-])([O-])=O.[K+].[K+].